This data is from Full USPTO retrosynthesis dataset with 1.9M reactions from patents (1976-2016). The task is: Predict the reactants needed to synthesize the given product. Given the product [CH2:13]([N:1]1[C:11]2[C:6](=[CH:7][CH:8]=[CH:9][CH:10]=2)[C:4](=[O:5])[C:2]1=[O:3])[CH3:14], predict the reactants needed to synthesize it. The reactants are: [NH:1]1[C:11]2[C:6](=[CH:7][CH:8]=[CH:9][CH:10]=2)[C:4](=[O:5])[C:2]1=[O:3].I[CH2:13][CH3:14].C(=O)([O-])[O-].[K+].[K+].O.